Dataset: Catalyst prediction with 721,799 reactions and 888 catalyst types from USPTO. Task: Predict which catalyst facilitates the given reaction. Reactant: [OH-:1].[K+].[Br:3][C:4]1[CH:5]=[C:6]2[C:10](=[CH:11][CH:12]=1)[NH:9][C:8](=[O:13])[C:7]2=O.[F:15][C:16]([F:28])([F:27])[C:17]1[CH:18]=[C:19]([C:23](=O)[CH2:24][CH3:25])[CH:20]=[CH:21][CH:22]=1. Product: [Br:3][C:4]1[CH:5]=[C:6]2[C:10](=[CH:11][CH:12]=1)[N:9]=[C:23]([C:19]1[CH:20]=[CH:21][CH:22]=[C:17]([C:16]([F:15])([F:27])[F:28])[CH:18]=1)[C:24]([CH3:25])=[C:7]2[C:8]([OH:13])=[O:1]. The catalyst class is: 97.